From a dataset of Merck oncology drug combination screen with 23,052 pairs across 39 cell lines. Regression. Given two drug SMILES strings and cell line genomic features, predict the synergy score measuring deviation from expected non-interaction effect. (1) Drug 1: CS(=O)(=O)CCNCc1ccc(-c2ccc3ncnc(Nc4ccc(OCc5cccc(F)c5)c(Cl)c4)c3c2)o1. Drug 2: NC1(c2ccc(-c3nc4ccn5c(=O)[nH]nc5c4cc3-c3ccccc3)cc2)CCC1. Cell line: UACC62. Synergy scores: synergy=16.0. (2) Drug 1: O=C(O)C1(Cc2cccc(Nc3nccs3)n2)CCC(Oc2cccc(Cl)c2F)CC1. Drug 2: Cn1c(=O)n(-c2ccc(C(C)(C)C#N)cc2)c2c3cc(-c4cnc5ccccc5c4)ccc3ncc21. Cell line: MSTO. Synergy scores: synergy=11.8. (3) Drug 1: CN(Cc1cnc2nc(N)nc(N)c2n1)c1ccc(C(=O)NC(CCC(=O)O)C(=O)O)cc1. Drug 2: CNC(=O)c1cc(Oc2ccc(NC(=O)Nc3ccc(Cl)c(C(F)(F)F)c3)cc2)ccn1. Cell line: RKO. Synergy scores: synergy=-11.0. (4) Drug 1: O=S1(=O)NC2(CN1CC(F)(F)F)C1CCC2Cc2cc(C=CCN3CCC(C(F)(F)F)CC3)ccc2C1. Drug 2: NC1(c2ccc(-c3nc4ccn5c(=O)[nH]nc5c4cc3-c3ccccc3)cc2)CCC1. Cell line: UWB1289. Synergy scores: synergy=4.64. (5) Drug 1: O=C(CCCCCCC(=O)Nc1ccccc1)NO. Drug 2: NC1CCCCC1N.O=C(O)C(=O)O.[Pt+2]. Cell line: NCIH460. Synergy scores: synergy=-16.5. (6) Drug 2: NC1CCCCC1N.O=C(O)C(=O)O.[Pt+2]. Drug 1: Cn1nnc2c(C(N)=O)ncn2c1=O. Cell line: T47D. Synergy scores: synergy=17.9. (7) Drug 1: N.N.O=C(O)C1(C(=O)O)CCC1.[Pt]. Drug 2: C=CCn1c(=O)c2cnc(Nc3ccc(N4CCN(C)CC4)cc3)nc2n1-c1cccc(C(C)(C)O)n1. Cell line: UACC62. Synergy scores: synergy=8.53.